This data is from Full USPTO retrosynthesis dataset with 1.9M reactions from patents (1976-2016). The task is: Predict the reactants needed to synthesize the given product. (1) Given the product [NH2:42][C:33]1[C:32]2[N:31]=[C:30]([CH2:43][CH2:44][CH2:45][CH3:46])[N:29]([CH2:28][CH2:27][N:26]3[CH:22]4[CH:6]([CH2:7][CH2:8][CH2:9][CH2:10][C:11]([NH2:47])=[O:12])[S:5][CH2:4][CH:3]4[NH:2][C:24]3=[NH:23])[C:41]=2[C:40]2[CH:39]=[CH:38][CH:37]=[CH:36][C:35]=2[N:34]=1, predict the reactants needed to synthesize it. The reactants are: O[N:2]1[C:24](=O)[NH:23][C@H:22]2[C@@H:3]1[CH2:4][S:5][C@H:6]2[CH2:7][CH2:8][CH2:9][C:10](=NN1C(=O)CCC1=O)[C:11](=O)[OH:12].[NH2:26][CH2:27][CH2:28][N:29]1[C:41]2[C:40]3[CH:39]=[CH:38][CH:37]=[CH:36][C:35]=3[N:34]=[C:33]([NH2:42])[C:32]=2[N:31]=[C:30]1[CH2:43][CH2:44][CH2:45][CH3:46].[N:47]1C=CC=CC=1. (2) Given the product [F:31][C:22]1[CH:23]=[CH:24][C:25]([C:27]([F:28])([F:30])[F:29])=[CH:26][C:21]=1[NH:20][C:18](=[O:19])[NH:17][C:14]1[CH:15]=[CH:16][C:11]([C:7]2[N:6]=[C:5]3[NH:4][N:3]=[C:2]([NH:1][C:37]([C:34]4[CH:35]=[CH:36][S:32][CH:33]=4)=[O:38])[C:10]3=[CH:9][CH:8]=2)=[CH:12][CH:13]=1, predict the reactants needed to synthesize it. The reactants are: [NH2:1][C:2]1[C:10]2[C:5](=[N:6][C:7]([C:11]3[CH:16]=[CH:15][C:14]([NH:17][C:18]([NH:20][C:21]4[CH:26]=[C:25]([C:27]([F:30])([F:29])[F:28])[CH:24]=[CH:23][C:22]=4[F:31])=[O:19])=[CH:13][CH:12]=3)=[CH:8][CH:9]=2)[NH:4][N:3]=1.[S:32]1[CH:36]=[CH:35][C:34]([C:37](Cl)=[O:38])=[CH:33]1.O.